Task: Predict which catalyst facilitates the given reaction.. Dataset: Catalyst prediction with 721,799 reactions and 888 catalyst types from USPTO (1) Reactant: [OH-].[Na+].CO.[CH:5]1([C:8]2[CH:13]=[C:12]([CH2:14][N:15]3[CH2:20][CH2:19][CH:18]([N:21]4[CH2:30][CH2:29][C:28]5[N:27]=[C:26]([CH3:31])[C:25]([C:32]([O:34]C)=[O:33])=[CH:24][C:23]=5[C:22]4=[O:36])[CH2:17][CH2:16]3)[CH:11]=[C:10]([O:37][CH2:38][CH3:39])[C:9]=2[C:40]2[CH:45]=[CH:44][C:43]([F:46])=[CH:42][CH:41]=2)[CH2:7][CH2:6]1.Cl. Product: [CH:5]1([C:8]2[CH:13]=[C:12]([CH2:14][N:15]3[CH2:20][CH2:19][CH:18]([N:21]4[CH2:30][CH2:29][C:28]5[N:27]=[C:26]([CH3:31])[C:25]([C:32]([OH:34])=[O:33])=[CH:24][C:23]=5[C:22]4=[O:36])[CH2:17][CH2:16]3)[CH:11]=[C:10]([O:37][CH2:38][CH3:39])[C:9]=2[C:40]2[CH:41]=[CH:42][C:43]([F:46])=[CH:44][CH:45]=2)[CH2:6][CH2:7]1. The catalyst class is: 476. (2) Reactant: [SH:1][C:2]1[CH:3]=[C:4]([OH:8])[CH:5]=[CH:6][CH:7]=1.C[O-].[Na+].CO.Br[CH2:15][CH:16]1[CH2:21][CH2:20][O:19][CH2:18][CH2:17]1. Product: [O:19]1[CH2:20][CH2:21][CH:16]([CH2:15][S:1][C:2]2[CH:3]=[C:4]([OH:8])[CH:5]=[CH:6][CH:7]=2)[CH2:17][CH2:18]1. The catalyst class is: 5. (3) Reactant: [OH-].[Na+].[CH3:3][C:4]1[C:5]([C:9]2[CH:18]=[CH:17][C:12]([C:13]([O:15]C)=[O:14])=[CH:11][C:10]=2[C:19]([F:22])([F:21])[F:20])=[CH:6][S:7][CH:8]=1. Product: [CH3:3][C:4]1[C:5]([C:9]2[CH:18]=[CH:17][C:12]([C:13]([OH:15])=[O:14])=[CH:11][C:10]=2[C:19]([F:22])([F:20])[F:21])=[CH:6][S:7][CH:8]=1. The catalyst class is: 14. (4) Reactant: [CH2:1]([C@H:8]([N:39](C(C1C=CC=CC=1)(C1C=CC=CC=1)C1C=CC=CC=1)[C:40](=[O:51])[C@H:41]([CH2:47][C:48]([NH2:50])=[O:49])[NH:42][C:43]([O:45][CH3:46])=[O:44])[C@@H:9]([OH:38])[CH2:10][C@@H:11]([NH:25][C:26](=[O:37])[C@H:27]([C:33]([CH3:36])([CH3:35])[CH3:34])[NH:28][C:29]([O:31][CH3:32])=[O:30])[CH2:12][C:13]1[CH:18]=[CH:17][C:16]([C:19]2[CH:24]=[CH:23][CH:22]=[CH:21][N:20]=2)=[CH:15][CH:14]=1)[C:2]1[CH:7]=[CH:6][CH:5]=[CH:4][CH:3]=1.FC(F)(F)C(O)=O. Product: [NH2:50][C:48](=[O:49])[CH2:47][C@H:41]([NH:42][C:43](=[O:44])[O:45][CH3:46])[C:40](=[O:51])[NH:39][C@@H:8]([CH2:1][C:2]1[CH:7]=[CH:6][CH:5]=[CH:4][CH:3]=1)[C@@H:9]([OH:38])[CH2:10][C@H:11]([CH2:12][C:13]1[CH:14]=[CH:15][C:16]([C:19]2[CH:24]=[CH:23][CH:22]=[CH:21][N:20]=2)=[CH:17][CH:18]=1)[NH:25][C:26](=[O:37])[C@H:27]([C:33]([CH3:35])([CH3:34])[CH3:36])[NH:28][C:29](=[O:30])[O:31][CH3:32]. The catalyst class is: 4. (5) Reactant: [N+:1]([C:4]1[CH:5]=[N:6][N:7]([CH2:9][C:10]([NH2:12])=[O:11])[CH:8]=1)([O-])=O. Product: [NH2:1][C:4]1[CH:5]=[N:6][N:7]([CH2:9][C:10]([NH2:12])=[O:11])[CH:8]=1. The catalyst class is: 19. (6) Reactant: Cl.FC1C=C(C=CC=1)CN1C=C(C2C3C(=NC=C(C4C=CC(C5CCNCC5)=CC=4)C=3)N(S(C3C=CC(C)=CC=3)(=O)=O)C=2)C=N1.[N:46]1[CH:51]=[CH:50][CH:49]=[C:48]([CH2:52][N:53]2[CH:57]=[C:56]([C:58]3[C:66]4[C:61](=[N:62][CH:63]=[C:64]([C:67]5[CH:72]=[CH:71][C:70]([N:73]6[CH2:78][CH2:77][N:76]([C:79]([O:81][C:82]([CH3:85])([CH3:84])[CH3:83])=[O:80])[CH2:75][CH2:74]6)=[CH:69][CH:68]=5)[CH:65]=4)[N:60](S(C4C=CC(C)=CC=4)(=O)=O)[CH:59]=3)[CH:55]=[N:54]2)[CH:47]=1.[OH-].[Li+]. Product: [N:46]1[CH:51]=[CH:50][CH:49]=[C:48]([CH2:52][N:53]2[CH:57]=[C:56]([C:58]3[C:66]4[C:61](=[N:62][CH:63]=[C:64]([C:67]5[CH:68]=[CH:69][C:70]([N:73]6[CH2:74][CH2:75][N:76]([C:79]([O:81][C:82]([CH3:85])([CH3:84])[CH3:83])=[O:80])[CH2:77][CH2:78]6)=[CH:71][CH:72]=5)[CH:65]=4)[NH:60][CH:59]=3)[CH:55]=[N:54]2)[CH:47]=1. The catalyst class is: 87. (7) Reactant: [C:1]1([N:7]2[C:12](=[O:13])[C:11]3[S:14][CH:15]=[C:16]([C:17]4[CH:22]=[CH:21][CH:20]=[CH:19][CH:18]=4)[C:10]=3[N:9]=[CH:8]2)[CH:6]=[CH:5][CH:4]=[CH:3][CH:2]=1.NC1C(C2C=CC=CC=2)=CSC=1[C:35](OC)=[O:36].C(OCC)(OCC)OCC.COC1C=CC=C(N)C=1. Product: [CH3:35][O:36][C:3]1[CH:2]=[C:1]([N:7]2[C:12](=[O:13])[C:11]3[S:14][CH:15]=[C:16]([C:17]4[CH:18]=[CH:19][CH:20]=[CH:21][CH:22]=4)[C:10]=3[N:9]=[CH:8]2)[CH:6]=[CH:5][CH:4]=1. The catalyst class is: 15. (8) Reactant: [Cl-].[Li+].[BH4-].[Na+].[C:5]([O:9][C:10]([NH:12][CH:13]([C:19]1[CH:24]=[CH:23][CH:22]=[C:21]([CH:25]([F:27])[F:26])[CH:20]=1)[C:14](OCC)=[O:15])=[O:11])([CH3:8])([CH3:7])[CH3:6].Cl. Product: [F:26][CH:25]([F:27])[C:21]1[CH:20]=[C:19]([CH:13]([NH:12][C:10](=[O:11])[O:9][C:5]([CH3:6])([CH3:8])[CH3:7])[CH2:14][OH:15])[CH:24]=[CH:23][CH:22]=1. The catalyst class is: 199. (9) Product: [CH2:1]([C:4]1[C:12]([N:13]([CH2:20][CH3:21])[CH:14]2[CH2:19][CH2:18][O:17][CH2:16][CH2:15]2)=[CH:11][CH:10]=[CH:9][C:5]=1[C:6]([NH:22][CH2:23][C:24]1[C:25]([O:37][CH3:38])=[N:26][C:27]([CH3:36])=[CH:28][C:29]=1[CH2:30][CH2:31][CH:32]([OH:35])[CH:33]=[CH2:34])=[O:8])[CH:2]=[CH2:3]. The catalyst class is: 2. Reactant: [CH2:1]([C:4]1[C:12]([N:13]([CH2:20][CH3:21])[CH:14]2[CH2:19][CH2:18][O:17][CH2:16][CH2:15]2)=[CH:11][CH:10]=[CH:9][C:5]=1[C:6]([OH:8])=O)[CH:2]=[CH2:3].[NH2:22][CH2:23][C:24]1[C:25]([O:37][CH3:38])=[N:26][C:27]([CH3:36])=[CH:28][C:29]=1[CH2:30][CH2:31][CH:32]([OH:35])[CH:33]=[CH2:34].C(Cl)CCl.C1C=NC2N(O)N=NC=2C=1.CN1CCOCC1.